Dataset: CYP2C19 inhibition data for predicting drug metabolism from PubChem BioAssay. Task: Regression/Classification. Given a drug SMILES string, predict its absorption, distribution, metabolism, or excretion properties. Task type varies by dataset: regression for continuous measurements (e.g., permeability, clearance, half-life) or binary classification for categorical outcomes (e.g., BBB penetration, CYP inhibition). Dataset: cyp2c19_veith. (1) The compound is COc1c(N2CCN(C(=S)Nc3ccccc3)C(C)C2)c(F)cc2c(=O)c(C(=O)O)cn(C3CC3)c12. The result is 0 (non-inhibitor). (2) The molecule is COc1ccc2[nH]cc(CCNc3ncncc3-c3ccc(C(=O)N(C)C)cc3)c2c1. The result is 1 (inhibitor). (3) The drug is Cc1nc2cnc(N3CCN(C)CC3)nc2n(Cc2cccs2)c1=O. The result is 0 (non-inhibitor). (4) The compound is COc1ccc2nc(C)cc(SCC(=O)NNC(=O)COc3ccc(C)cc3)c2c1. The result is 1 (inhibitor). (5) The drug is Cc1ncc([N+](=O)[O-])n1CC(=O)NCc1ccccc1. The result is 0 (non-inhibitor). (6) The drug is C[N+]1(C)[C@H]2CC[C@@H]1CC(OC(=O)c1c[nH]c3ccccc13)C2. The result is 0 (non-inhibitor). (7) The drug is O=C(CCc1ccc(S(=O)(=O)NC2CCCCC2)cc1)N(Cc1ccccc1)Cc1ccccc1. The result is 1 (inhibitor).